The task is: Predict the reactants needed to synthesize the given product.. This data is from Full USPTO retrosynthesis dataset with 1.9M reactions from patents (1976-2016). Given the product [Cl:1][C:2]1[CH:7]=[CH:6][C:5]([S:8]([NH:11][C:15]2[C:16]([C:22]([C:24]3[C:25]([CH3:31])=[N:26][CH:27]=[CH:28][C:29]=3[CH3:30])=[O:23])=[N:17][CH:18]=[C:19]([CH3:21])[CH:20]=2)(=[O:10])=[O:9])=[CH:4][C:3]=1[C:32]([F:33])([F:34])[F:35], predict the reactants needed to synthesize it. The reactants are: [Cl:1][C:2]1[CH:7]=[CH:6][C:5]([S:8]([N:11]([C:15]2[C:16]([C:22]([C:24]3[C:25]([CH3:31])=[N:26][CH:27]=[CH:28][C:29]=3[CH3:30])=[O:23])=[N:17][CH:18]=[C:19]([CH3:21])[CH:20]=2)COC)(=[O:10])=[O:9])=[CH:4][C:3]=1[C:32]([F:35])([F:34])[F:33].O.